This data is from Catalyst prediction with 721,799 reactions and 888 catalyst types from USPTO. The task is: Predict which catalyst facilitates the given reaction. (1) Reactant: OO.C[O:4][C:5](=[O:52])[C:6]1[CH:11]=[CH:10][C:9]([N:12]2[C:16]3[N:17]=[C:18]([N:46]4[CH2:51][CH2:50][O:49][CH2:48][CH2:47]4)[N:19]=[C:20]([C:21]4[CH:22]=[N:23][C:24]([N:27](CC5C=CC(OC)=CC=5)CC5C=CC(OC)=CC=5)=[N:25][CH:26]=4)[C:15]=3[CH2:14][CH2:13]2)=[CH:8][CH:7]=1.Cl.[OH-].[Na+:55]. Product: [Na+:55].[NH2:27][C:24]1[N:23]=[CH:22][C:21]([C:20]2[C:15]3[CH2:14][CH2:13][N:12]([C:9]4[CH:8]=[CH:7][C:6]([C:5]([O-:52])=[O:4])=[CH:11][CH:10]=4)[C:16]=3[N:17]=[C:18]([N:46]3[CH2:47][CH2:48][O:49][CH2:50][CH2:51]3)[N:19]=2)=[CH:26][N:25]=1. The catalyst class is: 7. (2) Reactant: [OH-].[Na+].C[O:4][C:5](=[O:28])[CH2:6][CH2:7][C:8]([C:10]1[C:18]2[C:13](=[CH:14][CH:15]=[C:16]([Cl:19])[CH:17]=2)[N:12]([CH2:20][C:21]2[CH:26]=[CH:25][C:24]([Br:27])=[CH:23][CH:22]=2)[CH:11]=1)=[O:9].Cl. Product: [Br:27][C:24]1[CH:23]=[CH:22][C:21]([CH2:20][N:12]2[C:13]3[C:18](=[CH:17][C:16]([Cl:19])=[CH:15][CH:14]=3)[C:10]([C:8](=[O:9])[CH2:7][CH2:6][C:5]([OH:28])=[O:4])=[CH:11]2)=[CH:26][CH:25]=1. The catalyst class is: 193.